This data is from Catalyst prediction with 721,799 reactions and 888 catalyst types from USPTO. The task is: Predict which catalyst facilitates the given reaction. (1) Reactant: [CH3:1][O:2][C:3]1[CH:4]=[CH:5][C:6]2[O:11][CH:10]=[C:9]([CH2:12][NH2:13])[O:8][C:7]=2[CH:14]=1.[CH2:15]([N:18]=[C:19]=[O:20])[CH2:16][CH3:17].[N-]=C=O. Product: [CH3:1][O:2][C:3]1[CH:4]=[CH:5][C:6]2[O:11][CH:10]=[C:9]([CH2:12][NH:13][C:19]([NH:18][CH2:15][CH2:16][CH3:17])=[O:20])[O:8][C:7]=2[CH:14]=1. The catalyst class is: 93. (2) Reactant: [NH2:1][C:2]1[C:10]([CH3:11])=[CH:9][CH:8]=[CH:7][C:3]=1[C:4]([NH2:6])=[O:5].C(N(CC)CC)C.[CH2:19]([O:26][C:27]([N:29]1[CH2:34][CH2:33][CH:32]([C:35](Cl)=[O:36])[CH2:31][CH2:30]1)=[O:28])[C:20]1[CH:25]=[CH:24][CH:23]=[CH:22][CH:21]=1.O. Product: [CH2:19]([O:26][C:27]([N:29]1[CH2:34][CH2:33][CH:32]([C:35]([NH:1][C:2]2[C:10]([CH3:11])=[CH:9][CH:8]=[CH:7][C:3]=2[C:4]([NH2:6])=[O:5])=[O:36])[CH2:31][CH2:30]1)=[O:28])[C:20]1[CH:25]=[CH:24][CH:23]=[CH:22][CH:21]=1. The catalyst class is: 695. (3) Reactant: Cl.[CH2:2]([C:4]1[S:24][C:7]2[N:8]=[C:9]([S:18][CH2:19][C:20]([O:22][CH3:23])=[O:21])[N:10]=[C:11]([N:12]3[CH2:17][CH2:16][NH:15][CH2:14][CH2:13]3)[C:6]=2[CH:5]=1)[CH3:3].C(N(C(C)C)CC)(C)C.[C:34]1([C:44](Cl)=[O:45])[C:43]2[C:38](=[CH:39][CH:40]=[CH:41][CH:42]=2)[CH:37]=[CH:36][CH:35]=1. Product: [CH2:2]([C:4]1[S:24][C:7]2[N:8]=[C:9]([S:18][CH2:19][C:20]([O:22][CH3:23])=[O:21])[N:10]=[C:11]([N:12]3[CH2:17][CH2:16][N:15]([C:44]([C:34]4[C:43]5[C:38](=[CH:39][CH:40]=[CH:41][CH:42]=5)[CH:37]=[CH:36][CH:35]=4)=[O:45])[CH2:14][CH2:13]3)[C:6]=2[CH:5]=1)[CH3:3]. The catalyst class is: 3. (4) Reactant: [NH2:1][C:2](=[N:15][OH:16])[C:3]1[CH:12]=[CH:11][C:6]([C:7]([O:9][CH3:10])=[O:8])=[CH:5][C:4]=1[O:13][CH3:14].CCN([CH:23]([CH3:25])[CH3:24])C(C)C.[CH2:26]1[CH2:30]O[CH2:28][CH2:27]1. Product: [CH3:28][C:27]1[CH:2]=[C:3]([C:12]2[O:16][N:15]=[C:2]([C:3]3[CH:12]=[CH:11][C:6]([C:7]([O:9][CH3:10])=[O:8])=[CH:5][C:4]=3[O:13][CH3:14])[N:1]=2)[CH:4]=[CH:5][C:26]=1[C:30]1[CH:11]=[CH:6][CH:7]=[CH:25][C:23]=1[CH3:24]. The catalyst class is: 6. (5) Reactant: [N:1]1[CH:6]=[CH:5][C:4]([N:7]2[CH2:12][CH2:11][CH:10]([CH2:13][NH:14][C:15](=O)OC(C)(C)C)[CH2:9][CH2:8]2)=[CH:3][CH:2]=1.[H-].[H-].[H-].[H-].[Li+].[Al+3].O.C1COCC1.[OH-].[Na+]. Product: [CH3:15][NH:14][CH2:13][CH:10]1[CH2:11][CH2:12][N:7]([C:4]2[CH:5]=[CH:6][N:1]=[CH:2][CH:3]=2)[CH2:8][CH2:9]1. The catalyst class is: 1. (6) Reactant: [C:1]([C:5]1[CH:6]=[C:7]([NH:19][C:20](=[O:42])[C:21]([C:23]2[C:32]3[C:27](=[CH:28][CH:29]=[CH:30][CH:31]=3)[C:26]([O:33][CH2:34][CH2:35][N:36]3[CH2:41][CH2:40][O:39][CH2:38][CH2:37]3)=[CH:25][CH:24]=2)=O)[C:8]([O:17][CH3:18])=[C:9]([CH:16]=1)[C:10]([NH:12][CH:13]1[CH2:15][CH2:14]1)=[O:11])([CH3:4])([CH3:3])[CH3:2].[CH2:43]([O:45][C:46]([NH:48][NH2:49])=[O:47])[CH3:44].[CH3:50]CO. Product: [CH2:43]([O:45][C:46]([NH:48][N:49]=[C:21]([C:20](=[O:42])[NH:19][C:7]1[CH:6]=[C:5]([C:1]([CH3:3])([CH3:4])[CH3:2])[CH:16]=[C:9]([C:10](=[O:11])[NH:12][CH:13]([CH2:14][CH3:50])[CH3:15])[C:8]=1[O:17][CH3:18])[C:23]1[C:32]2[C:27](=[CH:28][CH:29]=[CH:30][CH:31]=2)[C:26]([O:33][CH2:34][CH2:35][N:36]2[CH2:41][CH2:40][O:39][CH2:38][CH2:37]2)=[CH:25][CH:24]=1)=[O:47])[CH3:44]. The catalyst class is: 52. (7) Reactant: [OH:1][C:2]1[CH:9]=[CH:8][C:5]([C:6]#[N:7])=[CH:4][CH:3]=1.C(=O)([O-])[O-].[K+].[K+].[C:16]([O:20][C:21]([N:23]1[CH2:28][CH2:27][CH:26](OS(C2C=CC(C)=CC=2)(=O)=O)[CH2:25][CH2:24]1)=[O:22])([CH3:19])([CH3:18])[CH3:17]. Product: [C:16]([O:20][C:21]([N:23]1[CH2:28][CH2:27][CH:26]([O:1][C:2]2[CH:9]=[CH:8][C:5]([C:6]#[N:7])=[CH:4][CH:3]=2)[CH2:25][CH2:24]1)=[O:22])([CH3:19])([CH3:17])[CH3:18]. The catalyst class is: 9. (8) The catalyst class is: 2. Reactant: [Cl:1][C:2]1[N:7]=[C:6](Cl)[C:5]([O:9][CH3:10])=[CH:4][N:3]=1.C([O-])([O-])=O.[K+].[K+].[CH2:17]([OH:20])[CH:18]=[CH2:19]. Product: [Cl:1][C:2]1[N:7]=[C:6]([O:20][CH2:17][CH:18]=[CH2:19])[C:5]([O:9][CH3:10])=[CH:4][N:3]=1. (9) Reactant: [OH:1][C:2]1[CH:7]=[CH:6][C:5]([N:8]2[C:12]([CH3:14])([CH3:13])[C:11](=[O:15])[N:10]([C:16]3[CH:23]=[CH:22][C:19]([C:20]#[N:21])=[C:18]([C:24]([F:27])([F:26])[F:25])[CH:17]=3)[C:9]2=[S:28])=[CH:4][CH:3]=1.C(=O)([O-])[O-].[K+].[K+].CC1C=CC(S([O:45][CH2:46][CH2:47][O:48][CH2:49][CH2:50][O:51][CH2:52][CH2:53]O)(=O)=O)=CC=1. Product: [OH:45][CH2:46][CH2:47][O:48][CH2:49][CH2:50][O:51][CH2:52][CH2:53][O:1][C:2]1[CH:3]=[CH:4][C:5]([N:8]2[C:12]([CH3:14])([CH3:13])[C:11](=[O:15])[N:10]([C:16]3[CH:23]=[CH:22][C:19]([C:20]#[N:21])=[C:18]([C:24]([F:26])([F:27])[F:25])[CH:17]=3)[C:9]2=[S:28])=[CH:6][CH:7]=1. The catalyst class is: 23.